From a dataset of Full USPTO retrosynthesis dataset with 1.9M reactions from patents (1976-2016). Predict the reactants needed to synthesize the given product. (1) Given the product [C:26]([O:25][C:23]([NH:22][CH:6]([C:7]1[CH:12]=[CH:11][C:10]([C:13](=[O:21])[NH:14][C:15]2[CH:20]=[CH:19][N:18]=[CH:17][CH:16]=2)=[CH:9][CH:8]=1)[C:5]([OH:30])=[O:4])=[O:24])([CH3:29])([CH3:27])[CH3:28], predict the reactants needed to synthesize it. The reactants are: [OH-].[Li+].C[O:4][C:5](=[O:30])[CH:6]([NH:22][C:23]([O:25][C:26]([CH3:29])([CH3:28])[CH3:27])=[O:24])[C:7]1[CH:12]=[CH:11][C:10]([C:13](=[O:21])[NH:14][C:15]2[CH:20]=[CH:19][N:18]=[CH:17][CH:16]=2)=[CH:9][CH:8]=1.Cl. (2) Given the product [ClH:17].[CH:13]([NH:12][C:7]1[CH:6]=[C:5]([CH:10]=[C:9]([CH3:11])[N:8]=1)[C:4]([OH:16])=[O:3])([CH3:15])[CH3:14], predict the reactants needed to synthesize it. The reactants are: C([O:3][C:4](=[O:16])[C:5]1[CH:10]=[C:9]([CH3:11])[N:8]=[C:7]([NH:12][CH:13]([CH3:15])[CH3:14])[CH:6]=1)C.[ClH:17]. (3) Given the product [CH:12]1([CH2:15][O:16][C:2]2[N:7]=[N:6][C:5]([C:8]([O:10][CH2:11][CH:21]3[CH2:18][CH2:17]3)=[O:9])=[CH:4][CH:3]=2)[CH2:14][CH2:13]1, predict the reactants needed to synthesize it. The reactants are: Cl[C:2]1[N:7]=[N:6][C:5]([C:8]([O:10][CH3:11])=[O:9])=[CH:4][CH:3]=1.[CH:12]1([CH2:15][OH:16])[CH2:14][CH2:13]1.[CH3:17][C:18]([CH3:21])([O-])C.[K+].O. (4) Given the product [F:20][C:21]1[CH:22]=[CH:23][C:24]([C:2]2[C:7]([CH3:8])=[CH:6][C:5]([C:9]3[N:10]=[N:11][N:12]([C:14]([CH3:18])([CH3:17])[CH2:15][OH:16])[N:13]=3)=[CH:4][C:3]=2[CH3:19])=[C:25]2[C:29]=1[C@H:28]([O:30][C:31]1[CH:44]=[CH:43][C:34]3[C@H:35]([CH2:38][C:39]([O:41][CH3:42])=[O:40])[CH2:36][O:37][C:33]=3[CH:32]=1)[CH2:27][CH2:26]2, predict the reactants needed to synthesize it. The reactants are: Br[C:2]1[C:7]([CH3:8])=[CH:6][C:5]([C:9]2[N:10]=[N:11][N:12]([C:14]([CH3:18])([CH3:17])[CH2:15][OH:16])[N:13]=2)=[CH:4][C:3]=1[CH3:19].[F:20][C:21]1[CH:22]=[CH:23][C:24](B2OC(C)(C)C(C)(C)O2)=[C:25]2[C:29]=1[C@H:28]([O:30][C:31]1[CH:44]=[CH:43][C:34]3[C@H:35]([CH2:38][C:39]([O:41][CH3:42])=[O:40])[CH2:36][O:37][C:33]=3[CH:32]=1)[CH2:27][CH2:26]2.BrC1C=CC(F)=C2C=1CC[C@H]2OC1C=CC2[C@H](CC(OC)=O)COC=2C=1. (5) Given the product [CH2:25]([N:19]1[C:20]2[C:15](=[C:14]([N:11]3[CH2:12][CH2:13][NH:8][CH2:9][CH2:10]3)[C:23]([F:24])=[CH:22][CH:21]=2)[CH2:16][NH:17][C:18]1=[O:32])[C:26]1[CH:31]=[CH:30][CH:29]=[CH:28][CH:27]=1, predict the reactants needed to synthesize it. The reactants are: C(OC([N:8]1[CH2:13][CH2:12][N:11]([C:14]2[C:23]([F:24])=[CH:22][CH:21]=[C:20]3[C:15]=2[CH2:16][NH:17][C:18](=[O:32])[N:19]3[CH2:25][C:26]2[CH:31]=[CH:30][CH:29]=[CH:28][CH:27]=2)[CH2:10][CH2:9]1)=O)(C)(C)C.C(OCC)C. (6) The reactants are: [F:1][C:2]1[CH:3]=[C:4]([N+:15]([O-])=O)[CH:5]=[C:6]2[C:10]=1[N:9]([CH2:11][CH2:12][CH3:13])[C:8](=[O:14])[CH2:7]2.[Cl-].[NH4+]. Given the product [NH2:15][C:4]1[CH:5]=[C:6]2[C:10](=[C:2]([F:1])[CH:3]=1)[N:9]([CH2:11][CH2:12][CH3:13])[C:8](=[O:14])[CH2:7]2, predict the reactants needed to synthesize it. (7) Given the product [Cl:40][C:8]1[N:7]=[C:6]([C:11]2[O:12][C:13](=[O:17])[N:14]([CH3:16])[N:15]=2)[CH:5]=[C:4]([O:3][CH2:1][CH3:2])[CH:9]=1, predict the reactants needed to synthesize it. The reactants are: [CH2:1]([O:3][C:4]1[CH:9]=[CH:8][N+:7]([O-])=[C:6]([C:11]2[O:12][C:13](=[O:17])[N:14]([CH3:16])[N:15]=2)[CH:5]=1)[CH3:2].C(OC1C=CN=C(C2OC(=O)N(C)N=2)C=1)C.C1C=C([Cl:40])C=C(C(OO)=O)C=1.C(=O)(O)[O-].[Na+].